From a dataset of Full USPTO retrosynthesis dataset with 1.9M reactions from patents (1976-2016). Predict the reactants needed to synthesize the given product. (1) Given the product [N:15]([CH2:2][C:3]([C:5]1[CH:14]=[CH:13][C:8]2[NH:9][C:10](=[O:12])[NH:11][C:7]=2[CH:6]=1)=[O:4])=[N+:16]=[N-:17], predict the reactants needed to synthesize it. The reactants are: Cl[CH2:2][C:3]([C:5]1[CH:14]=[CH:13][C:8]2[NH:9][C:10](=[O:12])[NH:11][C:7]=2[CH:6]=1)=[O:4].[N-:15]=[N+:16]=[N-:17].[Na+]. (2) Given the product [C:24]([C:21]1[CH:20]=[CH:19][C:18]([C:17]([NH:16][C:12]2[CH:13]=[CH:14][CH:15]=[C:10]([C:4]3[CH:5]=[N:6][C:7]([O:8][CH3:9])=[C:2]([NH:1][C:31]4[N:36]=[N:35][C:34]([N:37]5[CH2:38][CH2:39][O:40][CH2:41][CH2:42]5)=[CH:33][CH:32]=4)[CH:3]=3)[C:11]=2[CH3:29])=[O:28])=[CH:23][CH:22]=1)([CH3:25])([CH3:26])[CH3:27], predict the reactants needed to synthesize it. The reactants are: [NH2:1][C:2]1[CH:3]=[C:4]([C:10]2[C:11]([CH3:29])=[C:12]([NH:16][C:17](=[O:28])[C:18]3[CH:23]=[CH:22][C:21]([C:24]([CH3:27])([CH3:26])[CH3:25])=[CH:20][CH:19]=3)[CH:13]=[CH:14][CH:15]=2)[CH:5]=[N:6][C:7]=1[O:8][CH3:9].Cl[C:31]1[N:36]=[N:35][C:34]([N:37]2[CH2:42][CH2:41][O:40][CH2:39][CH2:38]2)=[CH:33][CH:32]=1.CC1(C)C2C=CC=C(P(C3C=CC=CC=3)C3C=CC=CC=3)C=2OC2C1=CC=CC=2P(C1C=CC=CC=1)C1C=CC=CC=1.C([O-])([O-])=O.[Cs+].[Cs+]. (3) Given the product [NH2:29][C:9]1[CH:10]=[C:11]([CH:27]=[CH:28][C:8]=1[NH:7][CH:1]1[CH2:6][CH2:5][CH2:4][CH2:3][CH2:2]1)[C:12]([O:14][CH2:15][CH2:16][O:17][CH2:18][CH2:19][C:20]([O:22][C:23]([CH3:26])([CH3:24])[CH3:25])=[O:21])=[O:13], predict the reactants needed to synthesize it. The reactants are: [CH:1]1([NH:7][C:8]2[CH:28]=[CH:27][C:11]([C:12]([O:14][CH2:15][CH2:16][O:17][CH2:18][CH2:19][C:20]([O:22][C:23]([CH3:26])([CH3:25])[CH3:24])=[O:21])=[O:13])=[CH:10][C:9]=2[N+:29]([O-])=O)[CH2:6][CH2:5][CH2:4][CH2:3][CH2:2]1.[H][H]. (4) Given the product [CH3:1][O:2][C:3](=[O:34])[C:4]1[CH:9]=[CH:8][C:7]([CH2:10][N:11]2[CH:15]=[C:14]([C:16]3[CH:21]=[CH:20][C:19]([Cl:22])=[CH:18][C:17]=3[Cl:23])[N:13]=[C:12]2[CH2:24][CH2:25][CH2:26][C:27]2[CH:32]=[CH:31][C:30]([C:41]3[CH:40]=[CH:39][CH:38]=[C:37]([C:36]([F:47])([F:46])[F:35])[CH:42]=3)=[CH:29][CH:28]=2)=[CH:6][CH:5]=1, predict the reactants needed to synthesize it. The reactants are: [CH3:1][O:2][C:3](=[O:34])[C:4]1[CH:9]=[CH:8][C:7]([CH2:10][N:11]2[CH:15]=[C:14]([C:16]3[CH:21]=[CH:20][C:19]([Cl:22])=[CH:18][C:17]=3[Cl:23])[N:13]=[C:12]2[CH2:24][CH2:25][CH2:26][C:27]2[CH:32]=[CH:31][C:30](I)=[CH:29][CH:28]=2)=[CH:6][CH:5]=1.[F:35][C:36]([F:47])([F:46])[C:37]1[CH:38]=[C:39](B(O)O)[CH:40]=[CH:41][CH:42]=1. (5) The reactants are: [CH3:1][C:2]1[C:7]([CH3:8])=[CH:6][CH:5]=[CH:4][C:3]=1[CH:9]([C:11]1[N:15]([C:16]([C:29]2[CH:34]=[CH:33][CH:32]=[CH:31][CH:30]=2)([C:23]2[CH:28]=[CH:27][CH:26]=[CH:25][CH:24]=2)[C:17]2[CH:22]=[CH:21][CH:20]=[CH:19][CH:18]=2)[CH:14]=[N:13][CH:12]=1)[OH:10]. Given the product [CH3:1][C:2]1[C:7]([CH3:8])=[CH:6][CH:5]=[CH:4][C:3]=1[C:9]([C:11]1[N:15]([C:16]([C:17]2[CH:22]=[CH:21][CH:20]=[CH:19][CH:18]=2)([C:29]2[CH:30]=[CH:31][CH:32]=[CH:33][CH:34]=2)[C:23]2[CH:28]=[CH:27][CH:26]=[CH:25][CH:24]=2)[CH:14]=[N:13][CH:12]=1)=[O:10], predict the reactants needed to synthesize it. (6) Given the product [CH3:1][C:2]([NH2:7])([CH2:5][OH:6])[CH2:3][OH:4].[CH2:8]([NH2:14])[CH2:9][S:10]([O-:13])(=[O:12])=[O:11].[K+:15].[C:5](=[O:6])=[O:11].[OH2:4], predict the reactants needed to synthesize it. The reactants are: [CH3:1][C:2]([NH2:7])([CH2:5][OH:6])[CH2:3][OH:4].[CH2:8]([NH2:14])[CH2:9][S:10]([O-:13])(=[O:12])=[O:11].[K+:15]. (7) Given the product [CH2:30]([N:34]([CH2:35][CH2:36][CH2:37][CH3:38])[C:17](=[O:18])[CH2:16][N:13]1[C:12]2[CH2:11][CH2:10][CH2:9][CH2:8][C:7]=2[C:6]2[C:14]1=[CH:15][C:3]([O:2][CH3:1])=[CH:4][CH:5]=2)[CH2:31][CH2:32][CH3:33], predict the reactants needed to synthesize it. The reactants are: [CH3:1][O:2][C:3]1[CH:15]=[C:14]2[C:6]([C:7]3[CH2:8][CH2:9][CH2:10][CH2:11][C:12]=3[N:13]2[CH2:16][C:17](O)=[O:18])=[CH:5][CH:4]=1.C1C=CC2N(O)N=NC=2C=1.[CH2:30]([NH:34][CH2:35][CH2:36][CH2:37][CH3:38])[CH2:31][CH2:32][CH3:33].C(Cl)CCl.